From a dataset of Full USPTO retrosynthesis dataset with 1.9M reactions from patents (1976-2016). Predict the reactants needed to synthesize the given product. (1) The reactants are: Br[C:2]1[C:3]2[C:4]([S:24][C:25]3[CH:30]=[CH:29][C:28]([Cl:31])=[CH:27][CH:26]=3)=[C:5]3[CH:19]([CH2:20][C:21]([OH:23])=[O:22])[CH2:18][CH2:17][N:6]3[C:7]=2[CH:8]=[C:9]([C:11]2[N:12]=[N:13][N:14]([CH3:16])[N:15]=2)[CH:10]=1.[CH3:32][N:33]1[CH:37]=[CH:36][CH:35]=[C:34]1[Sn](CCCC)(CCCC)CCCC. Given the product [Cl:31][C:28]1[CH:29]=[CH:30][C:25]([S:24][C:4]2[C:3]3[C:2]([C:34]4[N:33]([CH3:32])[CH:37]=[CH:36][CH:35]=4)=[CH:10][C:9]([C:11]4[N:12]=[N:13][N:14]([CH3:16])[N:15]=4)=[CH:8][C:7]=3[N:6]3[CH2:17][CH2:18][CH:19]([CH2:20][C:21]([OH:23])=[O:22])[C:5]=23)=[CH:26][CH:27]=1, predict the reactants needed to synthesize it. (2) The reactants are: [CH2:1]([O:3][C:4]([C:6]1[O:10][N:9]=[C:8]([CH2:11][CH3:12])[C:7]=1[CH2:13]Br)=[O:5])[CH3:2].[CH2:15]([O:17][C:18](=[O:32])[CH2:19][NH:20][CH2:21][C:22]1[CH:27]=[CH:26][C:25]([O:28][CH3:29])=[CH:24][C:23]=1[O:30][CH3:31])[CH3:16].C(=O)([O-])[O-].[K+].[K+].[I-].[K+]. Given the product [CH3:31][O:30][C:23]1[CH:24]=[C:25]([O:28][CH3:29])[CH:26]=[CH:27][C:22]=1[CH2:21][N:20]([CH2:13][C:7]1[C:8]([CH2:11][CH3:12])=[N:9][O:10][C:6]=1[C:4]([O:3][CH2:1][CH3:2])=[O:5])[CH2:19][C:18]([O:17][CH2:15][CH3:16])=[O:32], predict the reactants needed to synthesize it.